Dataset: Full USPTO retrosynthesis dataset with 1.9M reactions from patents (1976-2016). Task: Predict the reactants needed to synthesize the given product. (1) Given the product [CH2:45]([NH:52][C:15]([C:14]1[CH:13]=[C:12]([C@@H:10]2[CH2:11][C@H:9]2[NH:8][C:6](=[O:7])[O:5][C:1]([CH3:2])([CH3:3])[CH3:4])[CH:20]=[CH:19][CH:18]=1)=[O:17])[C:46]1[CH:51]=[CH:50][CH:49]=[CH:48][CH:47]=1, predict the reactants needed to synthesize it. The reactants are: [C:1]([O:5][C:6]([NH:8][C@@H:9]1[CH2:11][C@H:10]1[C:12]1[CH:13]=[C:14]([CH:18]=[CH:19][CH:20]=1)[C:15]([OH:17])=O)=[O:7])([CH3:4])([CH3:3])[CH3:2].F[P-](F)(F)(F)(F)F.N1(OC(N(C)C)=[N+](C)C)C2N=CC=CC=2N=N1.[CH2:45]([NH2:52])[C:46]1[CH:51]=[CH:50][CH:49]=[CH:48][CH:47]=1.C(N(CC)CC)C. (2) The reactants are: [I:1][C:2]1[CH:10]=[CH:9][C:8]2[NH:7][C:6]3[CH2:11][CH2:12][N:13]([CH3:15])[CH2:14][C:5]=3[C:4]=2[CH:3]=1.[OH-].[K+].[CH3:18][C:19]1[CH:24]=[CH:23][C:22]([CH:25]=[CH2:26])=[CH:21][N:20]=1. Given the product [I:1][C:2]1[CH:10]=[CH:9][C:8]2[N:7]([CH2:26][CH2:25][C:22]3[CH:21]=[N:20][C:19]([CH3:18])=[CH:24][CH:23]=3)[C:6]3[CH2:11][CH2:12][N:13]([CH3:15])[CH2:14][C:5]=3[C:4]=2[CH:3]=1, predict the reactants needed to synthesize it. (3) Given the product [F:1][C:2]1[CH:3]=[CH:4][C:5]([S:8]([C:11]2[N:12]=[C:13]([NH:21][C:22]3[CH:26]=[C:25]([CH3:27])[NH:24][N:23]=3)[C:14]3[C:19]([CH:20]=2)=[CH:18][CH:17]=[CH:16][CH:15]=3)(=[O:9])=[O:10])=[CH:6][CH:7]=1, predict the reactants needed to synthesize it. The reactants are: [F:1][C:2]1[CH:7]=[CH:6][C:5]([S:8]([C:11]2[N:12]=[C:13]([NH:21][C:22]3[CH:26]=[C:25]([CH3:27])[N:24](C(OC(C)(C)C)=O)[N:23]=3)[C:14]3[C:19]([CH:20]=2)=[CH:18][CH:17]=[CH:16][CH:15]=3)(=[O:10])=[O:9])=[CH:4][CH:3]=1.Cl.O1CCOCC1.C(O)(C(F)(F)F)=O.C(=O)([O-])O.[Na+]. (4) The reactants are: [CH2:1]([N:3]1[C:7](=[NH:8])/[C:6](=[CH:9]/[C:10]2[CH:15]=[CH:14][C:13]([OH:16])=[C:12]([O:17][CH3:18])[CH:11]=2)/[NH:5][C:4]1=[O:19])[CH3:2].[CH3:20][C:21]1[CH:26]=[CH:25][C:24]([S:27](Cl)(=[O:29])=[O:28])=[CH:23][CH:22]=1.[Cl-].[NH4+]. Given the product [CH3:20][C:21]1[CH:26]=[CH:25][C:24]([S:27]([O:16][C:13]2[CH:14]=[CH:15][C:10](/[CH:9]=[C:6]3\[NH:5][C:4](=[O:19])[N:3]([CH2:1][CH3:2])[C:7]\3=[NH:8])=[CH:11][C:12]=2[O:17][CH3:18])(=[O:29])=[O:28])=[CH:23][CH:22]=1, predict the reactants needed to synthesize it.